Dataset: Full USPTO retrosynthesis dataset with 1.9M reactions from patents (1976-2016). Task: Predict the reactants needed to synthesize the given product. (1) Given the product [CH3:1][C:2]1[CH:3]=[CH:4][C:5]([S:8]([O:11][CH2:12][CH:13]2[O:30][C:16]3[C:17]4[CH:18]5[CH2:19][CH2:20][CH:21]([C:22]=4[C:23]([O:25][CH3:26])=[CH:24][C:15]=3[CH2:14]2)[CH2:27][CH2:28]5)(=[O:9])=[O:10])=[CH:6][CH:7]=1, predict the reactants needed to synthesize it. The reactants are: [CH3:1][C:2]1[CH:7]=[CH:6][C:5]([S:8]([O:11][CH2:12][CH:13]([OH:30])[CH2:14][C:15]2[C:16](O)=[C:17]3[C:22](=[C:23]([O:25][CH3:26])[CH:24]=2)[CH:21]2[CH2:27][CH2:28][CH:18]3[CH2:19][CH2:20]2)(=[O:10])=[O:9])=[CH:4][CH:3]=1.C1(P(C2C=CC=CC=2)C2C=CC=CC=2)C=CC=CC=1.CCOC(/N=N/C(OCC)=O)=O.C([Si](C)(C)OCC1OC2C3CCCC=3C=CC=2C1)(C)(C)C. (2) Given the product [Br:8][C:9]1[CH:22]=[CH:21][C:20]2[N:19]([C:2]3[CH:7]=[CH:6][CH:5]=[CH:4][CH:3]=3)[C:18]3[C:13](=[CH:14][C:15]([Br:23])=[CH:16][CH:17]=3)[C:12]([CH3:25])([CH3:24])[C:11]=2[CH:10]=1, predict the reactants needed to synthesize it. The reactants are: I[C:2]1[CH:7]=[CH:6][CH:5]=[CH:4][CH:3]=1.[Br:8][C:9]1[CH:22]=[CH:21][C:20]2[NH:19][C:18]3[C:13](=[CH:14][C:15]([Br:23])=[CH:16][CH:17]=3)[C:12]([CH3:25])([CH3:24])[C:11]=2[CH:10]=1.N#N.CC([O-])(C)C.[Na+]. (3) Given the product [C:13]([NH:1][C@H:2]([C:10]([OH:12])=[O:11])[CH2:3][C:4]1[CH:9]=[CH:8][CH:7]=[CH:6][CH:5]=1)(=[O:20])[C:14]1[CH:19]=[CH:18][CH:17]=[CH:16][CH:15]=1, predict the reactants needed to synthesize it. The reactants are: [NH2:1][C@H:2]([C:10]([OH:12])=[O:11])[CH2:3][C:4]1[CH:9]=[CH:8][CH:7]=[CH:6][CH:5]=1.[C:13](Cl)(=[O:20])[C:14]1[CH:19]=[CH:18][CH:17]=[CH:16][CH:15]=1.Cl. (4) Given the product [C:1]([O:4][C:5]1[CH:10]=[C:9]([CH3:11])[C:8]([NH:12][C:13](=[O:15])[CH3:14])=[C:7]([NH:16][CH2:18][C:19]2[CH:24]=[CH:23][C:22]([O:25][CH2:26][CH2:27][CH2:28][CH2:29][CH3:30])=[CH:21][C:20]=2[Cl:31])[CH:6]=1)(=[O:3])[CH3:2], predict the reactants needed to synthesize it. The reactants are: [C:1]([O:4][C:5]1[CH:10]=[C:9]([CH3:11])[C:8]([NH:12][C:13](=[O:15])[CH3:14])=[C:7]([NH2:16])[CH:6]=1)(=[O:3])[CH3:2].Br[CH2:18][C:19]1[CH:24]=[CH:23][C:22]([O:25][CH2:26][CH2:27][CH2:28][CH2:29][CH3:30])=[CH:21][C:20]=1[Cl:31].C(=O)([O-])[O-].[K+].[K+].CN(C)C=O. (5) Given the product [Cl:7][C:8]1[C:13]([C:14]([NH:20][C:21]2[CH:22]=[CH:23][C:24]([CH2:27][C:28]([O:30][CH2:31][CH3:32])=[O:29])=[CH:25][CH:26]=2)=[O:16])=[C:12]([F:17])[C:11]([O:18][CH3:19])=[CH:10][CH:9]=1, predict the reactants needed to synthesize it. The reactants are: C(Cl)(=O)C(Cl)=O.[Cl:7][C:8]1[C:13]([C:14]([OH:16])=O)=[C:12]([F:17])[C:11]([O:18][CH3:19])=[CH:10][CH:9]=1.[NH2:20][C:21]1[CH:26]=[CH:25][C:24]([CH2:27][C:28]([O:30][CH2:31][CH3:32])=[O:29])=[CH:23][CH:22]=1.C(N(CC)CC)C. (6) The reactants are: CC1(C)C(C)(C)OB([C:9]2[CH:10]=[C:11]3[C:16](=[CH:17][CH:18]=2)[N:15]=[CH:14][CH:13]=[C:12]3[N:19]2[CH2:24][CH2:23][CH2:22][C@H:21]([NH:25][C:26](=[O:32])[O:27][C:28]([CH3:31])([CH3:30])[CH3:29])[CH2:20]2)O1.[CH2:34]([O:41][C:42]1[CH:47]=[CH:46][N:45]=[C:44](Cl)[N:43]=1)[C:35]1[CH:40]=[CH:39][CH:38]=[CH:37][CH:36]=1.C([O-])([O-])=O.[Na+].[Na+]. Given the product [CH2:34]([O:41][C:42]1[CH:47]=[CH:46][N:45]=[C:44]([C:9]2[CH:10]=[C:11]3[C:16](=[CH:17][CH:18]=2)[N:15]=[CH:14][CH:13]=[C:12]3[N:19]2[CH2:24][CH2:23][CH2:22][C@H:21]([NH:25][C:26](=[O:32])[O:27][C:28]([CH3:29])([CH3:30])[CH3:31])[CH2:20]2)[N:43]=1)[C:35]1[CH:36]=[CH:37][CH:38]=[CH:39][CH:40]=1, predict the reactants needed to synthesize it.